This data is from Experimentally validated miRNA-target interactions with 360,000+ pairs, plus equal number of negative samples. The task is: Binary Classification. Given a miRNA mature sequence and a target amino acid sequence, predict their likelihood of interaction. (1) The miRNA is hsa-miR-3191-3p with sequence UGGGGACGUAGCUGGCCAGACAG. The protein sequence of the target gene is MLLEVLNPRHYNVTSMVSEVVPIASIAILLLTGFLLLVWNYEDTSSIPGPSYFLGIGPLISHCRFLWMGIGSACNYYNKMYGEFMRVWVCGEETLIISKSSSMFHVMKHSHYISRFGSKLGLQFIGMHEKGIIFNNNPALWKAVRPFFTKALSGPGLVRMVTICADSITKHLDRLEEVCNDLGYVDVLTLMRRIMLDTSNILFLGIPLDESAIVVKIQGYFDAWQALLLKPDIFFKISWLCRKYEKSVKDLKDAMEILIEEKRHRISTAEKLEDCIDFATELIFAEKRGELTKENVNQCI.... Result: 0 (no interaction). (2) The miRNA is hsa-miR-3153 with sequence GGGGAAAGCGAGUAGGGACAUUU. The protein sequence of the target gene is MASSSGNDDDLTIPRAAINKMIKETLPNVRVANDARELVVNCCTEFIHLISSEANEICNKSEKKTISPEHVIQALESLGFGSYISEVKEVLQECKTVALKRRKASSRLENLGIPEEELLRQQQELFAKARQQQAELAQQEWLQMQQAAQQAQLAAASASASTQAGSSQDEEDDDDI. Result: 0 (no interaction). (3) The miRNA is hsa-miR-6848-5p with sequence UGGGGGCUGGGAUGGGCCAUGGU. The protein sequence of the target gene is MYGFVNHALELLVIRNYGPEVWEDIKKEAQLDEEGQFLVRIIYDDSKTYDLVAAASKVLNLNAGEILQMFGKMFFVFCQESGYDTILRVLGSNVREFLQNLDALHDHLATIYPGMRAPSFRCTDAEKGKGLILHYYSEREGLQDIVIGIIKTVAQQIHGTEIDMKVIQQRNEECDHTQFLIEEKESKEEDFYEDLDRFEENGTQESRISPYTFCKAFPFHIIFDRNLVVTQCGNAIYRVLPQLQPGNCSLLSVFSLVRPHIDISFHGILSHINTVFVLRSKEGLLDVEKLECEDELTGAE.... Result: 0 (no interaction). (4) The miRNA is hsa-miR-3127-5p with sequence AUCAGGGCUUGUGGAAUGGGAAG. The protein sequence of the target gene is MRSRSNSGVRLDGYARLVQQTILCYQNPVTGLLSASHEQKDAWVRDNIYSILAVWGLGMAYRKNADRDEDKAKAYELEQNVVKLMRGLLQCMMRQVAKVEKFKHTQSTKDSLHAKYNTATCGTVVGDDQWGHLQVDATSLFLLFLAQMTASGLRIIFTLDEVAFIQNLVFYIEAAYKVADYGMWERGDKTNQGIPELNASSVGMAKAALEAIDELDLFGAHGGRKSVIHVLPDEVEHCQSILFSMLPRASTSKEIDAGLLSIISFPAFAVEDVNLVNVTKNEIISKLQGRYGCCRFLRDG.... Result: 0 (no interaction). (5) The miRNA is rno-miR-29b-1-5p with sequence UUUCAUAUGGUGGUUUAGAUUU. Result: 0 (no interaction). The protein sequence of the target gene is MALPLKVLSRSMASAAKGDHGGAGANTWRLLTFVLALPGVALCSLNCWMHAGHHERPEFIPYHHLRIRTKPFAWGDGNHTLFHNPHVNPLPTGYEHP.